Dataset: Full USPTO retrosynthesis dataset with 1.9M reactions from patents (1976-2016). Task: Predict the reactants needed to synthesize the given product. The reactants are: [H-].[Al+3].[Li+].[H-].[H-].[H-].[F:7][C:8]([CH3:31])([CH3:30])[CH2:9][CH2:10][O:11][C:12]1[CH:17]=[CH:16][C:15]([C:18]2[CH:23]=[CH:22][CH:21]=[C:20]([C:24](OC)=[O:25])[C:19]=2[CH3:28])=[C:14]([CH3:29])[CH:13]=1. Given the product [F:7][C:8]([CH3:31])([CH3:30])[CH2:9][CH2:10][O:11][C:12]1[CH:17]=[CH:16][C:15]([C:18]2[CH:23]=[CH:22][CH:21]=[C:20]([CH2:24][OH:25])[C:19]=2[CH3:28])=[C:14]([CH3:29])[CH:13]=1, predict the reactants needed to synthesize it.